Dataset: Forward reaction prediction with 1.9M reactions from USPTO patents (1976-2016). Task: Predict the product of the given reaction. The product is: [C:2]([C:6]1[CH:7]=[CH:8][C:9]([N:12]2[CH2:17][CH2:16][N:15]([CH2:18][CH2:19][C:20]([N:70]3[CH2:71][CH2:72][CH:67]([NH:66][C:63]4[CH:64]=[CH:65][C:60]([N+:57]([O-:59])=[O:58])=[C:61]([C:73]([F:74])([F:75])[F:76])[CH:62]=4)[CH2:68][CH2:69]3)=[O:22])[CH2:14][CH2:13]2)=[CH:10][CH:11]=1)([CH3:4])([CH3:3])[CH3:5]. Given the reactants [Li+].[C:2]([C:6]1[CH:11]=[CH:10][C:9]([N:12]2[CH2:17][CH2:16][N:15]([CH2:18][CH2:19][C:20]([O-:22])=O)[CH2:14][CH2:13]2)=[CH:8][CH:7]=1)([CH3:5])([CH3:4])[CH3:3].C(N(C(C)C)CC)(C)C.F[P-](F)(F)(F)(F)F.CN(C)C(ON1C2C=CC=CC=2N=N1)=[N+](C)C.Cl.[N+:57]([C:60]1[CH:65]=[CH:64][C:63]([NH:66][CH:67]2[CH2:72][CH2:71][NH:70][CH2:69][CH2:68]2)=[CH:62][C:61]=1[C:73]([F:76])([F:75])[F:74])([O-:59])=[O:58], predict the reaction product.